Predict the product of the given reaction. From a dataset of Forward reaction prediction with 1.9M reactions from USPTO patents (1976-2016). (1) Given the reactants [N:1]1([C:7]2[N:12]=[CH:11][C:10]([NH:13]C(=O)OC(C)(C)C)=[CH:9][CH:8]=2)[CH2:6][CH2:5][CH2:4][CH2:3][CH2:2]1.[ClH:21], predict the reaction product. The product is: [ClH:21].[ClH:21].[N:1]1([C:7]2[N:12]=[CH:11][C:10]([NH2:13])=[CH:9][CH:8]=2)[CH2:2][CH2:3][CH2:4][CH2:5][CH2:6]1. (2) Given the reactants [CH3:1][O:2][CH2:3][CH2:4][O:5][C:6]1[CH:7]=[C:8]2[C:20]([NH:21][C:22]3[CH:23]=[CH:24][CH:25]=[C:26]([C:28]#[CH:29])[CH:27]=3)=[N:19][CH:18]=[N:17][C:9]2=[CH:10][C:11]=1[O:12][CH2:13][CH2:14][O:15][CH3:16].Cl.O.C(Cl)(Cl)Cl.[OH-].[Na+], predict the reaction product. The product is: [CH3:1][O:2][CH2:3][CH2:4][O:5][C:6]1[CH:7]=[C:8]2[C:20]([NH:21][C:22]3[CH:23]=[CH:24][CH:25]=[C:26]([C:28]#[CH:29])[CH:27]=3)=[N:19][CH:18]=[N:17][C:9]2=[CH:10][C:11]=1[O:12][CH2:13][CH2:14][O:15][CH3:16].